Dataset: Full USPTO retrosynthesis dataset with 1.9M reactions from patents (1976-2016). Task: Predict the reactants needed to synthesize the given product. (1) Given the product [ClH:1].[CH2:8]1[O:40][C:39]2[CH:38]=[CH:37][C:12]([CH2:13][CH2:14][N:15]3[CH2:20][CH2:19][CH2:18][CH2:17][C@@H:16]3[CH2:21][N:22]3[C:28]4[CH:29]=[CH:30][CH:31]=[CH:32][C:27]=4[CH2:26][O:25][C:24]4[CH:33]=[CH:34][CH:35]=[CH:36][C:23]3=4)=[CH:11][C:10]=2[O:9]1, predict the reactants needed to synthesize it. The reactants are: [ClH:1].C(OCC)(=O)C.[CH2:8]1[O:40][C:39]2[CH:38]=[CH:37][C:12]([CH2:13][CH2:14][N:15]3[CH2:20][CH2:19][CH2:18][CH2:17][C@@H:16]3[CH2:21][N:22]3[C:28]4[CH:29]=[CH:30][CH:31]=[CH:32][C:27]=4[CH2:26][O:25][C:24]4[CH:33]=[CH:34][CH:35]=[CH:36][C:23]3=4)=[CH:11][C:10]=2[O:9]1. (2) Given the product [CH3:25][O:26][C:27]1[CH:32]=[CH:31][CH:30]=[CH:29][C:28]=1[C:2]1[N:7]=[C:6]([N:8]([CH3:24])[C:9]2[CH:14]=[CH:13][N:12]=[C:11]([NH:15][CH2:16][CH2:17][C:18]3[CH:19]=[N:20][CH:21]=[CH:22][CH:23]=3)[N:10]=2)[CH:5]=[CH:4][N:3]=1, predict the reactants needed to synthesize it. The reactants are: Cl[C:2]1[N:7]=[C:6]([N:8]([CH3:24])[C:9]2[CH:14]=[CH:13][N:12]=[C:11]([NH:15][CH2:16][CH2:17][C:18]3[CH:19]=[N:20][CH:21]=[CH:22][CH:23]=3)[N:10]=2)[CH:5]=[CH:4][N:3]=1.[CH3:25][O:26][C:27]1[CH:32]=[CH:31][CH:30]=[CH:29][C:28]=1B(O)O.C([O-])([O-])=O.[Na+].[Na+].